From a dataset of Reaction yield outcomes from USPTO patents with 853,638 reactions. Predict the reaction yield, written as a fraction of the theoretical maximum amount of product (1.0 means a 100% yield; for example, 0.34 means a 34% yield). (1) The reactants are [C:1]([C:3]1[NH:7][CH:6]=[C:5]([C:8]([O:10][CH2:11][CH3:12])=[O:9])[C:4]=1[C:13]1[CH:18]=[CH:17][CH:16]=[CH:15][C:14]=1[N+:19]([O-:21])=[O:20])#[N:2].[H-].[Na+].[NH2:24]OP(=O)(C1C=CC=CC=1)C1C=CC=CC=1. The catalyst is CN(C=O)C. The product is [NH2:24][N:7]1[C:3]([C:1]#[N:2])=[C:4]([C:13]2[CH:18]=[CH:17][CH:16]=[CH:15][C:14]=2[N+:19]([O-:21])=[O:20])[C:5]([C:8]([O:10][CH2:11][CH3:12])=[O:9])=[CH:6]1. The yield is 0.690. (2) The product is [NH2:10][CH2:9][C:5]1[C:6](=[O:8])[NH:7][C:2]([CH3:1])=[CH:3][C:4]=1[CH2:11][CH2:12][CH3:13]. The yield is 0.920. The reactants are [CH3:1][C:2]1[NH:7][C:6](=[O:8])[C:5]([C:9]#[N:10])=[C:4]([CH2:11][CH2:12][CH3:13])[CH:3]=1. The catalyst is CO.N.[Ni]. (3) The reactants are [C:1]([O:8][C@@H:9]1[C@@H:17]([O:18][CH2:19][C:20]2[CH:25]=[CH:24][CH:23]=[CH:22][CH:21]=2)[C@@H:16](O)[C@@H:15]([CH3:27])[O:14][C@@H:10]1[S:11][CH2:12][CH3:13])(=[O:7])[CH2:2][CH2:3][C:4]([CH3:6])=[O:5].N1C=CC=CC=1.FC(F)(F)S(OS(C(F)(F)F)(=O)=O)(=O)=O.[O-]S(C(F)(F)F)(=O)=O.[N-:57]=[N+:58]=[N-:59].[Na+]. The catalyst is C(Cl)Cl.CN(C=O)C. The product is [N:57]([C@@H:16]1[C@@H:15]([CH3:27])[O:14][C@H:10]([S:11][CH2:12][CH3:13])[C@H:9]([O:8][C:1](=[O:7])[CH2:2][CH2:3][C:4]([CH3:6])=[O:5])[C@H:17]1[O:18][CH2:19][C:20]1[CH:25]=[CH:24][CH:23]=[CH:22][CH:21]=1)=[N+:58]=[N-:59]. The yield is 0.790. (4) The reactants are [CH3:1][O:2][C:3]1[CH:4]=[C:5]2[C:10](=[CH:11][C:12]=1[O:13][CH3:14])[N:9]=[CH:8][N:7]=[C:6]2[O:15][C:16]1[CH:22]=[CH:21][C:19]([NH2:20])=[CH:18][CH:17]=1.Cl[C:24](Cl)([O:26][C:27](=[O:33])OC(Cl)(Cl)Cl)Cl.[CH2:35](O)[CH2:36][CH2:37][CH2:38][CH2:39]C.C(=O)(O)[O-].[Na+]. The catalyst is C(Cl)Cl.C(N(CC)CC)C.C1(C)C=CC=CC=1. The product is [CH3:1][O:2][C:3]1[CH:4]=[C:5]2[C:10](=[CH:11][C:12]=1[O:13][CH3:14])[N:9]=[CH:8][N:7]=[C:6]2[O:15][C:16]1[CH:22]=[CH:21][C:19]([NH:20][C:27](=[O:33])[O:26][CH2:24][CH2:35][CH2:36][CH2:37][CH2:38][CH3:39])=[CH:18][CH:17]=1. The yield is 0.820. (5) The reactants are [CH:1]1([C:4]2[CH:11]=[CH:10][C:7]([CH:8]=[O:9])=[CH:6][CH:5]=2)[CH2:3][CH2:2]1.BrC1C=CC([C:19]2([O:22]C)CC2)=CC=1.[Li]CCCC.CN(C=O)C. No catalyst specified. The product is [CH3:19][O:22][C:1]1([C:4]2[CH:5]=[CH:6][C:7]([CH:8]=[O:9])=[CH:10][CH:11]=2)[CH2:2][CH2:3]1. The yield is 0.580. (6) The reactants are [OH:1][C:2]1[CH:7]=[CH:6][C:5]([C:8](=O)[CH2:9][CH3:10])=[CH:4][C:3]=1[O:12][CH3:13].[Cl:14][CH2:15][CH2:16][O:17][C:18]1[CH:23]=[CH:22][C:21]([C:24]([C:26]2[CH:31]=[CH:30][C:29]([OH:32])=[CH:28][CH:27]=2)=O)=[CH:20][CH:19]=1. No catalyst specified. The product is [Cl:14][CH2:15][CH2:16][O:17][C:18]1[CH:23]=[CH:22][C:21]([C:24]([C:26]2[CH:31]=[CH:30][C:29]([OH:32])=[CH:28][CH:27]=2)=[C:8]([C:5]2[CH:6]=[CH:7][C:2]([OH:1])=[C:3]([O:12][CH3:13])[CH:4]=2)[CH2:9][CH3:10])=[CH:20][CH:19]=1. The yield is 0.385. (7) The reactants are [CH3:1][O:2][C:3]1[CH:4]=[CH:5][CH:6]=[C:7]2[C:12]=1[N:11]([CH3:13])[C:10](=[O:14])[CH:9]=[CH:8]2.[CH2:15]=[O:16].S(=O)(=O)(O)O.C1N2CN3CN(C2)CN1C3. The catalyst is Cl.ClCCl. The product is [CH3:1][O:2][C:3]1[C:12]2[N:11]([CH3:13])[C:10](=[O:14])[CH:9]=[CH:8][C:7]=2[C:6]([CH:15]=[O:16])=[CH:5][CH:4]=1. The yield is 0.570.